Dataset: Forward reaction prediction with 1.9M reactions from USPTO patents (1976-2016). Task: Predict the product of the given reaction. (1) Given the reactants [C:1]([C:3]1[CH:4]=[C:5]([CH:9]=[CH:10][CH:11]=1)[C:6](O)=[O:7])#[CH:2].C[CH2:13][N:14](C(C)C)C(C)C.C1C=CC2N(O)N=NC=2C=1.CCN=C=NCCCN(C)C.CN.C1COCC1.C(OC(C)C)(C)C, predict the reaction product. The product is: [C:1]([C:3]1[CH:4]=[C:5]([CH:9]=[CH:10][CH:11]=1)[C:6]([NH:14][CH3:13])=[O:7])#[CH:2]. (2) Given the reactants [CH2:1]([NH:8][S:9]([CH2:12][C@:13]12[C:19]([CH3:21])([CH3:20])[C@H:16]([CH2:17][CH2:18]1)[CH2:15][C:14]2=[N:22]O)(=[O:11])=[O:10])[C:2]1[CH:7]=[CH:6][CH:5]=[CH:4][CH:3]=1.C([O-])(=O)C.[Na+].Cl.C(N)(C)(C)C, predict the reaction product. The product is: [CH2:1]([NH:8][S:9]([CH2:12][C@:13]12[C:19]([CH3:20])([CH3:21])[C@H:16]([CH2:17][CH2:18]1)[CH2:15][C@H:14]2[NH2:22])(=[O:11])=[O:10])[C:2]1[CH:7]=[CH:6][CH:5]=[CH:4][CH:3]=1. (3) Given the reactants [Li].[CH2:2]1[CH2:10][O:9][C:8]2[C:4](=[CH:5][S:6][CH:7]=2)[O:3]1.[CH2:11]([Sn:15](Cl)([CH2:20][CH2:21][CH2:22][CH3:23])[CH2:16][CH2:17][CH2:18][CH3:19])[CH2:12][CH2:13][CH3:14].[F-].[Na+], predict the reaction product. The product is: [CH2:20]([Sn:15]([CH2:11][CH2:12][CH2:13][CH3:14])([CH2:16][CH2:17][CH2:18][CH3:19])[C:5]1[S:6][CH:7]=[C:8]2[O:9][CH2:10][CH2:2][O:3][C:4]=12)[CH2:21][CH2:22][CH3:23].